This data is from Catalyst prediction with 721,799 reactions and 888 catalyst types from USPTO. The task is: Predict which catalyst facilitates the given reaction. (1) Product: [NH2:31][C:29]1[S:30][C:13]2[C:12]([O:11][C@@H:10]([CH3:32])[CH2:9][OH:8])=[N:17][C:16]([S:18][CH2:19][C:20]3[CH:25]=[CH:24][CH:23]=[C:22]([F:26])[C:21]=3[F:27])=[N:15][C:14]=2[N:28]=1. The catalyst class is: 1. Reactant: [Si]([O:8][CH2:9][C@H:10]([CH3:32])[O:11][C:12]1[C:13]2[S:30][C:29]([NH2:31])=[N:28][C:14]=2[N:15]=[C:16]([S:18][CH2:19][C:20]2[CH:25]=[CH:24][CH:23]=[C:22]([F:26])[C:21]=2[F:27])[N:17]=1)(C(C)(C)C)(C)C.CCCC[N+](CCCC)(CCCC)CCCC.[F-]. (2) The catalyst class is: 33. Reactant: [CH:1]1[CH:2]=[CH:3][C:4]([CH:7]([N:15]2[CH2:20][CH2:19][N:18]([CH2:21][CH2:22][O:23][CH2:24][C:25]([OH:27])=[O:26])[CH2:17][CH2:16]2)[C:8]2[CH:9]=[CH:10][C:11]([Cl:14])=[CH:12][CH:13]=2)=[CH:5][CH:6]=1.Cl.Cl.C(O)[C@H]([C@H]([C@@H]([C@@H](CO)O)O)O)O.C(O)[C@@H]1O[C@H](O[C@]2(CCl)O[C@H](CCl)[C@@H](O)[C@@H]2O)[C@@H](O)[C@@H](O)[C@H]1Cl. Product: [CH:1]1[CH:2]=[CH:3][C:4]([CH:7]([N:15]2[CH2:20][CH2:19][N:18]([CH2:21][CH2:22][O:23][CH2:24][C:25]([OH:27])=[O:26])[CH2:17][CH2:16]2)[C:8]2[CH:9]=[CH:10][C:11]([Cl:14])=[CH:12][CH:13]=2)=[CH:5][CH:6]=1. (3) Reactant: C[O:2][C:3]1[CH:4]=[C:5]([C:14]([C:17]2[CH:18]=[C:19]([NH:23][C:24]([C:26]3[NH:27][C:28]4[C:33]([CH:34]=3)=[CH:32][CH:31]=[C:30]([NH:35][S:36]([CH3:39])(=[O:38])=[O:37])[CH:29]=4)=[O:25])[CH:20]=[CH:21][CH:22]=2)([CH3:16])[CH3:15])[CH:6]=[C:7]([O:9][C:10]([F:13])([F:12])[F:11])[CH:8]=1.B(Br)(Br)Br.O. Product: [OH:2][C:3]1[CH:4]=[C:5]([C:14]([C:17]2[CH:18]=[C:19]([NH:23][C:24]([C:26]3[NH:27][C:28]4[C:33]([CH:34]=3)=[CH:32][CH:31]=[C:30]([NH:35][S:36]([CH3:39])(=[O:37])=[O:38])[CH:29]=4)=[O:25])[CH:20]=[CH:21][CH:22]=2)([CH3:16])[CH3:15])[CH:6]=[C:7]([O:9][C:10]([F:12])([F:11])[F:13])[CH:8]=1. The catalyst class is: 2. (4) Reactant: [Br:1][C:2]1[C:3]([CH3:18])=[C:4]([C:14]([OH:17])=[CH:15][CH:16]=1)[C:5]([NH:7][C:8]1[CH:13]=[CH:12][CH:11]=[CH:10][CH:9]=1)=[O:6].[CH2:19]=O. Product: [Br:1][C:2]1[CH:16]=[CH:15][C:14]2[O:17][CH2:19][N:7]([C:8]3[CH:13]=[CH:12][CH:11]=[CH:10][CH:9]=3)[C:5](=[O:6])[C:4]=2[C:3]=1[CH3:18]. The catalyst class is: 67. (5) Reactant: [Cl:1][C:2]1[CH:3]=[C:4]([NH:9][C:10]2[C:11]3[CH2:18][C:17](=[O:19])[NH:16][C:12]=3[N:13]=[CH:14][N:15]=2)[CH:5]=[CH:6][C:7]=1[F:8].[CH3:20][C:21]1[C:25]([C:26]([N:28]2[CH2:33][CH2:32][N:31]([CH3:34])[CH2:30][CH2:29]2)=[O:27])=[CH:24][NH:23][C:22]=1[CH:35]=O. Product: [Cl:1][C:2]1[CH:3]=[C:4]([NH:9][C:10]2[C:11]3[C:18](=[CH:35][C:22]4[NH:23][CH:24]=[C:25]([C:26]([N:28]5[CH2:29][CH2:30][N:31]([CH3:34])[CH2:32][CH2:33]5)=[O:27])[C:21]=4[CH3:20])[C:17](=[O:19])[NH:16][C:12]=3[N:13]=[CH:14][N:15]=2)[CH:5]=[CH:6][C:7]=1[F:8]. The catalyst class is: 495.